From a dataset of Reaction yield outcomes from USPTO patents with 853,638 reactions. Predict the reaction yield, written as a fraction of the theoretical maximum amount of product (1.0 means a 100% yield; for example, 0.34 means a 34% yield). (1) The reactants are [C:1]([O:5][C:6]([N:8]([CH3:33])[C@H:9]1[CH2:14][CH2:13][C@H:12]([N:15]([CH2:31][CH3:32])[C:16]2[C:17]([CH3:30])=[C:18]([CH:23]=[C:24]([C:26]#[C:27][CH2:28]O)[CH:25]=2)[C:19]([O:21][CH3:22])=[O:20])[CH2:11][CH2:10]1)=[O:7])([CH3:4])([CH3:3])[CH3:2].C1C=CC(P(C2C=CC=CC=2)C2C=CC=CC=2)=CC=1.C(Br)(Br)(Br)[Br:54]. The catalyst is C(Cl)Cl. The product is [Br:54][CH2:28][C:27]#[C:26][C:24]1[CH:25]=[C:16]([N:15]([C@H:12]2[CH2:13][CH2:14][C@H:9]([N:8]([C:6]([O:5][C:1]([CH3:4])([CH3:3])[CH3:2])=[O:7])[CH3:33])[CH2:10][CH2:11]2)[CH2:31][CH3:32])[C:17]([CH3:30])=[C:18]([CH:23]=1)[C:19]([O:21][CH3:22])=[O:20]. The yield is 0.385. (2) The reactants are Br[C:2]1[C:3]2[N:4]([N:8]=[C:9]([NH:11][C:12]3[CH:28]=[CH:27][C:15]([C:16]([N:18]([CH3:26])[CH:19]4[CH2:24][CH2:23][N:22]([CH3:25])[CH2:21][CH2:20]4)=[O:17])=[CH:14][CH:13]=3)[N:10]=2)[CH:5]=[CH:6][CH:7]=1.[CH3:29][C:30]1([NH:36][C:37](=[O:39])[CH3:38])[CH2:35][CH2:34][NH:33][CH2:32][CH2:31]1. No catalyst specified. The product is [C:37]([NH:36][C:30]1([CH3:29])[CH2:31][CH2:32][N:33]([C:2]2[C:3]3[N:4]([N:8]=[C:9]([NH:11][C:12]4[CH:28]=[CH:27][C:15]([C:16]([N:18]([CH3:26])[CH:19]5[CH2:24][CH2:23][N:22]([CH3:25])[CH2:21][CH2:20]5)=[O:17])=[CH:14][CH:13]=4)[N:10]=3)[CH:5]=[CH:6][CH:7]=2)[CH2:34][CH2:35]1)(=[O:39])[CH3:38]. The yield is 0.190. (3) The reactants are [CH3:1][O:2][C:3](=[O:29])[C:4]1[CH:9]=[CH:8][C:7]([O:10][CH2:11][CH2:12][CH2:13]Br)=[CH:6][C:5]=1[NH:15][C:16](=[O:28])[C:17]1[CH:22]=[CH:21][C:20]([O:23][C:24]([F:27])([F:26])[F:25])=[CH:19][CH:18]=1.[F:30][C:31]([F:42])([F:41])[C:32]1[CH:40]=[CH:39][C:35]([CH:36]=[N:37][OH:38])=[CH:34][CH:33]=1.C(=O)([O-])[O-].[Cs+].[Cs+]. The catalyst is CC(C)=O. The product is [CH3:1][O:2][C:3](=[O:29])[C:4]1[CH:9]=[CH:8][C:7]([O:10][CH2:11][CH2:12][CH2:13][O:38]/[N:37]=[CH:36]/[C:35]2[CH:34]=[CH:33][C:32]([C:31]([F:30])([F:42])[F:41])=[CH:40][CH:39]=2)=[CH:6][C:5]=1[NH:15][C:16](=[O:28])[C:17]1[CH:22]=[CH:21][C:20]([O:23][C:24]([F:27])([F:26])[F:25])=[CH:19][CH:18]=1. The yield is 0.780.